This data is from Reaction yield outcomes from USPTO patents with 853,638 reactions. The task is: Predict the reaction yield, written as a fraction of the theoretical maximum amount of product (1.0 means a 100% yield; for example, 0.34 means a 34% yield). (1) The reactants are C(OOC(=O)C1C=CC=CC=1)(=O)C1C=CC=CC=1.[F:19][C:20]1[C:25]([N+:26]([O-:28])=[O:27])=[CH:24][CH:23]=[CH:22][C:21]=1[CH3:29].[Br:30]N1C(=O)CCC1=O. The catalyst is C(Cl)(Cl)(Cl)Cl. The product is [Br:30][CH2:29][C:21]1[CH:22]=[CH:23][CH:24]=[C:25]([N+:26]([O-:28])=[O:27])[C:20]=1[F:19]. The yield is 0.650. (2) The reactants are C([O:4][C:5]1[C:10]2[CH:11]=[C:12]([CH3:14])[S:13][C:9]=2[CH:8]=[C:7]([C:15]([O:17][CH2:18][CH3:19])=[O:16])[CH:6]=1)(=O)C.C(=O)([O-])[O-].[K+].[K+]. The catalyst is C(O)C.ClCCl. The product is [CH2:18]([O:17][C:15]([C:7]1[CH:6]=[C:5]([OH:4])[C:10]2[CH:11]=[C:12]([CH3:14])[S:13][C:9]=2[CH:8]=1)=[O:16])[CH3:19]. The yield is 0.790. (3) The reactants are [Cl:1][C:2]1[CH:3]=[CH:4][C:5]2[S:9][C:8]([CH2:10][O:11][C:12]3[C:13]([F:23])=[C:14]([C:19](=[N:21][OH:22])[NH2:20])[C:15]([F:18])=[CH:16][CH:17]=3)=[N:7][C:6]=2[CH:24]=1.[OH-].[Na+].[CH3:27]OS(OC)(=O)=O.O. The catalyst is C1COCC1. The product is [Cl:1][C:2]1[CH:3]=[CH:4][C:5]2[S:9][C:8]([CH2:10][O:11][C:12]3[C:13]([F:23])=[C:14]([C:19](=[N:21][O:22][CH3:27])[NH2:20])[C:15]([F:18])=[CH:16][CH:17]=3)=[N:7][C:6]=2[CH:24]=1. The yield is 0.190. (4) The reactants are [Br:1][C:2]1[CH:10]=[CH:9][C:5]([C:6](Cl)=[O:7])=[CH:4][CH:3]=1.Br[CH2:12][C:13]1[CH:18]=[CH:17][C:16]([S:19][CH3:20])=[C:15]([F:21])[CH:14]=1. The catalyst is COCCOC.[Zn].C1C=CC([P]([Pd]([P](C2C=CC=CC=2)(C2C=CC=CC=2)C2C=CC=CC=2)([P](C2C=CC=CC=2)(C2C=CC=CC=2)C2C=CC=CC=2)[P](C2C=CC=CC=2)(C2C=CC=CC=2)C2C=CC=CC=2)(C2C=CC=CC=2)C2C=CC=CC=2)=CC=1. The product is [Br:1][C:2]1[CH:10]=[CH:9][C:5]([C:6](=[O:7])[CH2:12][C:13]2[CH:18]=[CH:17][C:16]([S:19][CH3:20])=[C:15]([F:21])[CH:14]=2)=[CH:4][CH:3]=1. The yield is 0.730. (5) The reactants are F[B]F.[NH2:4][C@H:5]1[C:9]2([CH2:11][CH2:10]2)[CH2:8][N:7]([C:12]2[C:21]([O:22][CH3:23])=[C:20]3[C:15]([C:16](=[O:31])[C:17]([C:28]([OH:30])=[O:29])=[CH:18][N:19]3[C@@H:24]3[CH2:26][C@@H:25]3[F:27])=[CH:14][C:13]=2[F:32])[CH2:6]1. The catalyst is C(N(CC)CC)C. The product is [NH2:4][C@H:5]1[C:9]2([CH2:10][CH2:11]2)[CH2:8][N:7]([C:12]2[C:21]([O:22][CH3:23])=[C:20]3[C:15]([C:16](=[O:31])[C:17]([C:28]([OH:30])=[O:29])=[CH:18][N:19]3[C@@H:24]3[CH2:26][C@@H:25]3[F:27])=[CH:14][C:13]=2[F:32])[CH2:6]1. The yield is 0.550.